From a dataset of Full USPTO retrosynthesis dataset with 1.9M reactions from patents (1976-2016). Predict the reactants needed to synthesize the given product. (1) The reactants are: [CH3:1][C:2]1[CH:11]=[C:10]2[C:5]([C:6]([N:19]3[CH2:24][CH2:23][NH:22][CH2:21][CH2:20]3)=[N:7][C:8]([C:12]3[CH:17]=[CH:16][CH:15]=[CH:14][C:13]=3[OH:18])=[N:9]2)=[CH:4][CH:3]=1.C(N(CC)CC)C.[OH:32][C@@H:33]([CH2:37][CH3:38])[C:34](O)=[O:35].CN(C(ON1N=NC2C=CC=NC1=2)=[N+](C)C)C.F[P-](F)(F)(F)(F)F. Given the product [OH:32][C@@H:33]([CH2:37][CH3:38])[C:34]([N:22]1[CH2:23][CH2:24][N:19]([C:6]2[C:5]3[C:10](=[CH:11][C:2]([CH3:1])=[CH:3][CH:4]=3)[N:9]=[C:8]([C:12]3[CH:17]=[CH:16][CH:15]=[CH:14][C:13]=3[OH:18])[N:7]=2)[CH2:20][CH2:21]1)=[O:35], predict the reactants needed to synthesize it. (2) Given the product [NH2:1][C:2]1[C:7]2=[C:8]([Br:26])[CH:9]=[C:10]([C:11]([CH:13]3[O:18][CH2:17][CH2:16][N:15]([C:19]([O:21][C:22]([CH3:25])([CH3:24])[CH3:23])=[O:20])[CH2:14]3)=[O:12])[N:6]2[N:5]=[CH:4][N:3]=1, predict the reactants needed to synthesize it. The reactants are: [NH2:1][C:2]1[C:7]2=[CH:8][CH:9]=[C:10]([C:11]([CH:13]3[O:18][CH2:17][CH2:16][N:15]([C:19]([O:21][C:22]([CH3:25])([CH3:24])[CH3:23])=[O:20])[CH2:14]3)=[O:12])[N:6]2[N:5]=[CH:4][N:3]=1.[Br:26]N1C(C)(C)C(=O)N(Br)C1=O.